Predict the reaction yield, written as a fraction of the theoretical maximum amount of product (1.0 means a 100% yield; for example, 0.34 means a 34% yield). From a dataset of Reaction yield outcomes from USPTO patents with 853,638 reactions. (1) The reactants are [CH:1]1[CH:6]=[C:5]([CH2:7][CH:8]([NH2:12])[C:9]([OH:11])=[O:10])[C:4]([OH:13])=[CH:3][CH:2]=1.Cl.[CH3:15]O. No catalyst specified. The product is [NH2:12][CH:8]([CH2:7][C:5]1[CH:6]=[CH:1][CH:2]=[CH:3][C:4]=1[OH:13])[C:9]([O:11][CH3:15])=[O:10]. The yield is 0.930. (2) The reactants are COC=CC1(C2[C:18]3[C:23]([C:18]4[CH:19]=[CH:20][CH:21]=[CH:22][C:23]=4C=2)=[CH:22][CH:21]=[CH:20][CH:19]=3)C=CC=CC1.C(=O)([O-])[O-].[K+].[K+]. The catalyst is CS(O)(=O)=O.ClCCl. The product is [CH:23]1[C:18]2[C:23]3[C:18]([C:23]4[C:18]([C:19]=2[CH:20]=[CH:21][CH:22]=1)=[CH:19][CH:20]=[CH:21][CH:22]=4)=[CH:19][CH:20]=[C:21]1[C:22]=3[CH:23]=[CH:18][CH:19]=[CH:20]1. The yield is 0.250. (3) The yield is 0.430. The reactants are FC(F)(F)C(O)=O.[CH3:8][N:9]1[C:13]2[CH:14]=[C:15]([O:27][C:28]3[CH:33]=[CH:32][CH:31]=[C:30]([O:34][CH2:35][CH2:36][CH3:37])[CH:29]=3)[C:16]([NH:18][S:19]([C:22]3[N:23]=[CH:24][NH:25][CH:26]=3)(=[O:21])=[O:20])=[CH:17][C:12]=2[N:11]([CH3:38])[C:10]1=[O:39].N1[CH:45]=[CH:44][CH:43]=CC=1.Br[CH2:47][CH:48]=[CH2:49]. No catalyst specified. The product is [CH2:49]([N:18]([C:16]1[C:15]([O:27][C:28]2[CH:33]=[CH:32][CH:31]=[C:30]([O:34][CH2:35][CH2:36][CH3:37])[CH:29]=2)=[CH:14][C:13]2[N:9]([CH3:8])[C:10](=[O:39])[N:11]([CH3:38])[C:12]=2[CH:17]=1)[S:19]([C:22]1[N:23]=[CH:24][N:25]([CH2:45][CH:44]=[CH2:43])[CH:26]=1)(=[O:20])=[O:21])[CH:48]=[CH2:47]. (4) The catalyst is C1COCC1.CCOC(C)=O. The product is [C:14]([C:13]1[CH:16]=[CH:17][C:10]([CH2:9][C:22]([OH:24])=[O:23])=[CH:11][C:12]=1[C:18]([F:19])([F:20])[F:21])#[N:15]. The yield is 0.880. The reactants are C([N-]C(C)C)(C)C.[Li+].[CH3:9][C:10]1[CH:17]=[CH:16][C:13]([C:14]#[N:15])=[C:12]([C:18]([F:21])([F:20])[F:19])[CH:11]=1.[C:22](=[O:24])=[O:23].[Cl-].[NH4+].Cl.